From a dataset of Catalyst prediction with 721,799 reactions and 888 catalyst types from USPTO. Predict which catalyst facilitates the given reaction. Reactant: [O:1]1[C:5]2[CH:6]=[C:7]([OH:10])[CH:8]=[CH:9][C:4]=2[CH2:3][CH2:2]1.Cl[C:12]1[CH:13]=[CH:14][C:15]([N+:27]([O-:29])=[O:28])=[C:16]([CH2:18][NH:19][C:20](=[O:26])[O:21][C:22]([CH3:25])([CH3:24])[CH3:23])[CH:17]=1.[H-].[Na+]. Product: [O:1]1[C:5]2[CH:6]=[C:7]([O:10][C:12]3[CH:13]=[CH:14][C:15]([N+:27]([O-:29])=[O:28])=[C:16]([CH2:18][NH:19][C:20](=[O:26])[O:21][C:22]([CH3:25])([CH3:23])[CH3:24])[CH:17]=3)[CH:8]=[CH:9][C:4]=2[CH2:3][CH2:2]1. The catalyst class is: 60.